Predict the product of the given reaction. From a dataset of Forward reaction prediction with 1.9M reactions from USPTO patents (1976-2016). (1) Given the reactants [CH2:1]([O:3][C:4](=[O:38])[CH2:5][CH2:6][CH2:7][O:8][C:9]1[CH:14]=[CH:13][CH:12]=[C:11]([CH2:15][CH2:16][CH2:17][CH2:18][CH2:19][CH2:20][O:21][C:22]2[CH:27]=[C:26]([CH2:28][OH:29])[CH:25]=[C:24]([Br:30])[CH:23]=2)[C:10]=1[CH2:31][CH2:32][C:33]([O:35][CH2:36][CH3:37])=[O:34])[CH3:2].[CH3:39][S:40](Cl)(=[O:42])=[O:41].CO.CCOC(C)=O, predict the reaction product. The product is: [CH2:1]([O:3][C:4](=[O:38])[CH2:5][CH2:6][CH2:7][O:8][C:9]1[CH:14]=[CH:13][CH:12]=[C:11]([CH2:15][CH2:16][CH2:17][CH2:18][CH2:19][CH2:20][O:21][C:22]2[CH:27]=[C:26]([CH2:28][O:29][S:40]([CH3:39])(=[O:42])=[O:41])[CH:25]=[C:24]([Br:30])[CH:23]=2)[C:10]=1[CH2:31][CH2:32][C:33]([O:35][CH2:36][CH3:37])=[O:34])[CH3:2]. (2) Given the reactants [CH2:1]([C:3]1[CH:11]=[CH:10][CH:9]=[C:8]2[C:4]=1[CH2:5][CH2:6][C:7]2=O)[CH3:2].[BH3-]C#[N:15].[Na+], predict the reaction product. The product is: [CH2:1]([C:3]1[CH:11]=[CH:10][CH:9]=[C:8]2[C:4]=1[CH2:5][CH2:6][CH:7]2[NH2:15])[CH3:2]. (3) Given the reactants [OH:1][C@@H:2]1[CH2:7][N:6]([C:8]([O:10][C:11]([CH3:14])([CH3:13])[CH3:12])=[O:9])[C@H:5]([C:15]([O:17][CH3:18])=[O:16])[CH2:4][CH2:3]1.C(N(CC)CC)C.[CH3:26][S:27](Cl)(=[O:29])=[O:28], predict the reaction product. The product is: [CH3:26][S:27]([O:1][C@@H:2]1[CH2:7][N:6]([C:8]([O:10][C:11]([CH3:12])([CH3:13])[CH3:14])=[O:9])[C@H:5]([C:15]([O:17][CH3:18])=[O:16])[CH2:4][CH2:3]1)(=[O:29])=[O:28]. (4) Given the reactants [CH2:1]([N:8]1[CH2:13][CH2:12][CH:11]([C:14]([NH:16][C:17]2[CH:22]=[CH:21][C:20]([CH2:23][NH:24][C:25]3[C:34]4[C:29](=[CH:30][CH:31]=[C:32]([CH3:35])[CH:33]=4)[N:28]=[C:27](Cl)[N:26]=3)=[CH:19][CH:18]=2)=[O:15])[CH2:10][CH2:9]1)[C:2]1[CH:7]=[CH:6][CH:5]=[CH:4][CH:3]=1.[N:37]1[CH:42]=[CH:41][CH:40]=[CH:39][C:38]=1[N:43]1[CH2:48][CH2:47][NH:46][CH2:45][CH2:44]1, predict the reaction product. The product is: [CH2:1]([N:8]1[CH2:13][CH2:12][CH:11]([C:14]([NH:16][C:17]2[CH:22]=[CH:21][C:20]([CH2:23][NH:24][C:25]3[C:34]4[C:29](=[CH:30][CH:31]=[C:32]([CH3:35])[CH:33]=4)[N:28]=[C:27]([N:46]4[CH2:47][CH2:48][N:43]([C:38]5[CH:39]=[CH:40][CH:41]=[CH:42][N:37]=5)[CH2:44][CH2:45]4)[N:26]=3)=[CH:19][CH:18]=2)=[O:15])[CH2:10][CH2:9]1)[C:2]1[CH:7]=[CH:6][CH:5]=[CH:4][CH:3]=1. (5) Given the reactants [CH2:1]([O:8][C:9]1[CH:10]=[C:11]([CH:14]=[C:15]([O:17][CH3:18])[CH:16]=1)[CH:12]=O)[C:2]1[CH:7]=[CH:6][CH:5]=[CH:4][CH:3]=1.C1(P(=[CH:38][C:39]([O:41][CH2:42][CH3:43])=[O:40])(C2C=CC=CC=2)C2C=CC=CC=2)C=CC=CC=1, predict the reaction product. The product is: [CH2:1]([O:8][C:9]1[CH:10]=[C:11]([CH:12]=[CH:38][C:39]([O:41][CH2:42][CH3:43])=[O:40])[CH:14]=[C:15]([O:17][CH3:18])[CH:16]=1)[C:2]1[CH:7]=[CH:6][CH:5]=[CH:4][CH:3]=1. (6) Given the reactants [NH2:1][C:2]1[CH:7]=[CH:6][C:5]([N:8]([CH2:30][C:31]2[CH:36]=[CH:35][CH:34]=[C:33]([C:37]#[N:38])[CH:32]=2)[CH:9]2[CH2:14][CH2:13][N:12]([CH:15]([CH3:29])[CH2:16][CH2:17][NH:18][C:19](=[O:28])[C:20]3[C:25]([CH3:26])=[CH:24][CH:23]=[CH:22][C:21]=3[CH3:27])[CH2:11][CH2:10]2)=[CH:4][CH:3]=1.CCN(CC)CC.[C:46](O[C:46]([C:48]([F:51])([F:50])[F:49])=[O:47])([C:48]([F:51])([F:50])[F:49])=[O:47], predict the reaction product. The product is: [C:37]([C:33]1[CH:32]=[C:31]([CH:36]=[CH:35][CH:34]=1)[CH2:30][N:8]([C:5]1[CH:6]=[CH:7][C:2]([NH:1][C:46](=[O:47])[C:48]([F:51])([F:50])[F:49])=[CH:3][CH:4]=1)[CH:9]1[CH2:10][CH2:11][N:12]([CH:15]([CH3:29])[CH2:16][CH2:17][NH:18][C:19](=[O:28])[C:20]2[C:21]([CH3:27])=[CH:22][CH:23]=[CH:24][C:25]=2[CH3:26])[CH2:13][CH2:14]1)#[N:38].